Predict the product of the given reaction. From a dataset of Forward reaction prediction with 1.9M reactions from USPTO patents (1976-2016). (1) Given the reactants [F:1][CH:2]([F:25])[CH2:3][N:4]([S:14]([CH2:17][C:18]1[CH:23]=[CH:22][CH:21]=[CH:20][C:19]=1[I:24])(=[O:16])=[O:15])[C:5]1[N:6]=[CH:7][S:8][C:9]=1[C:10]([O:12]C)=O.[H-].[Na+].O.Cl, predict the reaction product. The product is: [F:1][CH:2]([F:25])[CH2:3][N:4]1[C:5]2[N:6]=[CH:7][S:8][C:9]=2[C:10]([OH:12])=[C:17]([C:18]2[CH:23]=[CH:22][CH:21]=[CH:20][C:19]=2[I:24])[S:14]1(=[O:15])=[O:16]. (2) Given the reactants [F:1][C:2]1[CH:3]=[C:4]([C@H:9]2[NH:14][C:13](=[O:15])[CH2:12][CH2:11][CH2:10]2)[CH:5]=[C:6]([F:8])[CH:7]=1.[C:16](O[C:16]([O:18][C:19]([CH3:22])([CH3:21])[CH3:20])=[O:17])([O:18][C:19]([CH3:22])([CH3:21])[CH3:20])=[O:17], predict the reaction product. The product is: [F:1][C:2]1[CH:3]=[C:4]([C@@H:9]2[CH2:10][CH2:11][CH2:12][C:13](=[O:15])[N:14]2[C:16]([O:18][C:19]([CH3:22])([CH3:21])[CH3:20])=[O:17])[CH:5]=[C:6]([F:8])[CH:7]=1. (3) Given the reactants [NH2:1][C:2]1[CH:11]=[CH:10][C:5]2[C:6](=[O:9])[O:7][CH2:8][C:4]=2[CH:3]=1.[CH2:12](Br)[C:13]1[CH:18]=[CH:17][CH:16]=[CH:15][CH:14]=1.[CH:20](N(C(C)C)CC)([CH3:22])[CH3:21].[CH2:29]1[CH2:33]O[CH2:31][CH2:30]1, predict the reaction product. The product is: [CH2:12]([N:1]([CH2:31][C:30]1[CH:22]=[CH:20][CH:21]=[CH:33][CH:29]=1)[C:2]1[CH:3]=[C:4]2[C:5](=[CH:10][CH:11]=1)[C:6](=[O:9])[O:7][CH2:8]2)[C:13]1[CH:18]=[CH:17][CH:16]=[CH:15][CH:14]=1. (4) Given the reactants [NH2:1][C:2]1[CH:3]=[N:4][C:5]2[C:10]([C:11]=1[OH:12])=[CH:9][CH:8]=[C:7]([CH3:13])[CH:6]=2.[C:14](O[C:14](=O)[CH2:15][CH2:16][CH2:17][CH3:18])(=O)[CH2:15][CH2:16][CH2:17][CH3:18].[OH-].[Na+], predict the reaction product. The product is: [CH2:15]([C:14]1[O:12][C:11]2[C:10]3[CH:9]=[CH:8][C:7]([CH3:13])=[CH:6][C:5]=3[N:4]=[CH:3][C:2]=2[N:1]=1)[CH2:16][CH2:17][CH3:18]. (5) Given the reactants [C:1]([C:3]1[CH:4]=[C:5]([CH:10]=[CH:11][C:12]=1[OH:13])[C:6]([O:8][CH3:9])=[O:7])#[N:2].[OH-].[Li+].[CH2:16]1[CH2:20]OC[CH2:17]1, predict the reaction product. The product is: [C:1]([C:3]1[CH:4]=[C:5]([CH:10]=[CH:11][C:12]=1[O:13][CH:16]([CH3:20])[CH3:17])[C:6]([O:8][CH3:9])=[O:7])#[N:2]. (6) Given the reactants [Si](O[C@H](C1C=CC(O)=C2C=1C=CC(=O)N2)CN[CH:12]1[CH2:17][CH2:16][N:15]([C:18]([C:20]2[CH:21]=[C:22]([S:26]([C:29]3[CH:30]=[C:31]4[C:36](=[C:37]([CH3:39])[CH:38]=3)[N:35]=[CH:34][C:33]([C:40]([NH2:42])=[O:41])=[C:32]4[NH:43][C:44]3[CH:49]=[CH:48][CH:47]=[C:46]([O:50][CH3:51])[CH:45]=3)(=[O:28])=[O:27])[CH:23]=[CH:24][CH:25]=2)=[O:19])[CH2:14][CH2:13]1)(C(C)(C)C)(C)C.[NH2:64][CH2:65][C@@H:66]([C:68]1[CH:73]=[CH:72][C:71]([OH:74])=[C:70]([CH2:75][O:76][Si:77]([C:80]([CH3:83])([CH3:82])[CH3:81])([CH3:79])[CH3:78])[CH:69]=1)[OH:67], predict the reaction product. The product is: [Si:77]([O:76][CH2:75][C:70]1[CH:69]=[C:68]([C@@H:66]([OH:67])[CH2:65][NH:64][CH:12]2[CH2:17][CH2:16][N:15]([C:18]([C:20]3[CH:21]=[C:22]([S:26]([C:29]4[CH:30]=[C:31]5[C:36](=[C:37]([CH3:39])[CH:38]=4)[N:35]=[CH:34][C:33]([C:40]([NH2:42])=[O:41])=[C:32]5[NH:43][C:44]4[CH:49]=[CH:48][CH:47]=[C:46]([O:50][CH3:51])[CH:45]=4)(=[O:27])=[O:28])[CH:23]=[CH:24][CH:25]=3)=[O:19])[CH2:14][CH2:13]2)[CH:73]=[CH:72][C:71]=1[OH:74])([C:80]([CH3:83])([CH3:82])[CH3:81])([CH3:78])[CH3:79].